Dataset: Reaction yield outcomes from USPTO patents with 853,638 reactions. Task: Predict the reaction yield, written as a fraction of the theoretical maximum amount of product (1.0 means a 100% yield; for example, 0.34 means a 34% yield). (1) The reactants are [CH3:1][N:2]1[CH2:7][CH2:6][N:5]([C:8]2[CH:9]=[C:10]([NH:14][C:15]3[N:20]=[C:19]([CH2:21][CH2:22][C:23]4[CH:24]=[C:25]([CH:29]=[CH:30][CH:31]=4)[C:26]([OH:28])=O)[C:18]([C:32]([F:35])([F:34])[F:33])=[CH:17][N:16]=3)[CH:11]=[CH:12][CH:13]=2)[CH2:4][CH2:3]1.C[N:37](C(ON1N=NC2C=CC=NC1=2)=[N+](C)C)C.F[P-](F)(F)(F)(F)F.CCN(C(C)C)C(C)C.[NH4+].[OH-]. The catalyst is CN(C=O)C.O. The product is [CH3:1][N:2]1[CH2:7][CH2:6][N:5]([C:8]2[CH:9]=[C:10]([NH:14][C:15]3[N:20]=[C:19]([CH2:21][CH2:22][C:23]4[CH:24]=[C:25]([CH:29]=[CH:30][CH:31]=4)[C:26]([NH2:37])=[O:28])[C:18]([C:32]([F:35])([F:34])[F:33])=[CH:17][N:16]=3)[CH:11]=[CH:12][CH:13]=2)[CH2:4][CH2:3]1. The yield is 0.580. (2) The reactants are [N+:1]([C:4]1[CH:5]=[CH:6][C:7]([N:10]2[CH2:14][CH2:13][CH2:12][CH2:11]2)=[N:8][CH:9]=1)([O-])=O.CN(C=O)C.O. The catalyst is C1COCC1.[Ni]. The product is [N:10]1([C:7]2[N:8]=[CH:9][C:4]([NH2:1])=[CH:5][CH:6]=2)[CH2:14][CH2:13][CH2:12][CH2:11]1. The yield is 0.970. (3) The reactants are [CH3:1][C:2]1[S:6][C:5]([C:7]([O:9][CH3:10])=[O:8])=[CH:4][C:3]=1[C:11]1[N:15]([CH3:16])[N:14]=[CH:13][C:12]=1/[CH:17]=[CH:18]\[CH3:19]. The catalyst is CO.[OH-].[OH-].[Pd+2]. The product is [CH3:1][C:2]1[S:6][C:5]([C:7]([O:9][CH3:10])=[O:8])=[CH:4][C:3]=1[C:11]1[N:15]([CH3:16])[N:14]=[CH:13][C:12]=1[CH2:17][CH2:18][CH3:19]. The yield is 0.780. (4) The reactants are Cl[C:2]1(C#N)[CH2:7][CH:6]2[CH2:8][CH2:9][CH:3]1[CH:4]=[CH:5]2.[OH-:12].[K+]. The catalyst is CS(C)=O.O. The product is [CH:3]12[CH2:9][CH2:8][CH:6]([CH:5]=[CH:4]1)[CH2:7][C:2]2=[O:12]. The yield is 0.500.